From a dataset of Catalyst prediction with 721,799 reactions and 888 catalyst types from USPTO. Predict which catalyst facilitates the given reaction. (1) Reactant: [O:1]=[C:2]1[C@@H:10]2[C@H:5]([CH2:6][N:7]([C:11]([O:13][CH2:14][C:15]3[CH:20]=[CH:19][CH:18]=[CH:17][CH:16]=3)=[O:12])[CH2:8][CH2:9]2)[CH2:4][CH2:3]1. Product: [O:1]=[C:2]1[C@@H:10]2[C@@H:5]([CH2:6][N:7]([C:11]([O:13][CH2:14][C:15]3[CH:16]=[CH:17][CH:18]=[CH:19][CH:20]=3)=[O:12])[CH2:8][CH2:9]2)[CH2:4][CH2:3]1. The catalyst class is: 66. (2) Reactant: [BH4-].[Na+].C([O:5][C:6]([C:8]1[S:12][C:11]([Br:13])=[N:10][C:9]=1[CH3:14])=O)C. Product: [Br:13][C:11]1[S:12][C:8]([CH2:6][OH:5])=[C:9]([CH3:14])[N:10]=1. The catalyst class is: 40. (3) Reactant: [Cl:1][C:2]1[CH:7]=[CH:6][C:5]([S:8]([N:11]2[C:20]3[C:15](=[CH:16][CH:17]=[CH:18][CH:19]=3)[CH2:14][CH2:13][CH:12]2[C:21]([F:24])([F:23])[F:22])(=[O:10])=[O:9])=[CH:4][CH:3]=1.CCCCCC.CC[O:33]C(C)=O. Product: [Cl:1][C:2]1[CH:7]=[CH:6][C:5]([S:8]([N:11]2[C:20]3[C:15](=[CH:16][CH:17]=[CH:18][CH:19]=3)[C:14](=[O:33])[CH2:13][CH:12]2[C:21]([F:22])([F:24])[F:23])(=[O:10])=[O:9])=[CH:4][CH:3]=1. The catalyst class is: 210. (4) Reactant: [C:1]([O:5][C:6]([N:8]1[CH2:13][CH2:12][N:11]([C:14]2[C:19]([F:20])=[CH:18][C:17]([NH2:21])=[CH:16][C:15]=2[F:22])[CH2:10][CH2:9]1)=[O:7])([CH3:4])([CH3:3])[CH3:2].CC(C)=O.C(=O)(O)[O-].[Na+].Cl[C:33]([O:35][CH2:36][C:37]1[CH:42]=[CH:41][CH:40]=[CH:39][CH:38]=1)=[O:34]. Product: [C:1]([O:5][C:6]([N:8]1[CH2:9][CH2:10][N:11]([C:14]2[C:15]([F:22])=[CH:16][C:17]([NH:21][C:33]([O:35][CH2:36][C:37]3[CH:42]=[CH:41][CH:40]=[CH:39][CH:38]=3)=[O:34])=[CH:18][C:19]=2[F:20])[CH2:12][CH2:13]1)=[O:7])([CH3:4])([CH3:2])[CH3:3]. The catalyst class is: 6. (5) Reactant: [S:1]1[CH:5]=[CH:4][C:3]2[C:6]([C:10]#N)=[CH:7][CH:8]=[CH:9][C:2]1=2.C(O)=[O:13]. Product: [S:1]1[CH:5]=[CH:4][C:3]2[C:6]([CH:10]=[O:13])=[CH:7][CH:8]=[CH:9][C:2]1=2. The catalyst class is: 181.